From a dataset of CYP1A2 inhibition data for predicting drug metabolism from PubChem BioAssay. Regression/Classification. Given a drug SMILES string, predict its absorption, distribution, metabolism, or excretion properties. Task type varies by dataset: regression for continuous measurements (e.g., permeability, clearance, half-life) or binary classification for categorical outcomes (e.g., BBB penetration, CYP inhibition). Dataset: cyp1a2_veith. (1) The drug is Clc1ccccc1-c1ccc2ncnc(N3CCNCC3)c2c1. The result is 1 (inhibitor). (2) The result is 0 (non-inhibitor). The molecule is CNC[C@H](O)c1ccc(OC(=O)C(C)(C)C)c(OC(=O)C(C)(C)C)c1. (3) The molecule is NC[C@@H]1O[C@H](O[C@H]2[C@H](N)C[C@H](N)[C@H](O)[C@H]2O[C@@H]2O[C@H](CO)[C@@H](O)[C@@H]2O)[C@@H](N)[C@H](O)[C@@H]1O. The result is 0 (non-inhibitor).